Dataset: Full USPTO retrosynthesis dataset with 1.9M reactions from patents (1976-2016). Task: Predict the reactants needed to synthesize the given product. (1) Given the product [Cl:1][C:2]1[CH:7]=[C:6]([F:8])[CH:5]=[CH:4][C:3]=1[C:9]1([C:14]([NH:17][CH2:18][CH2:19][CH2:20][N:21]2[CH2:26][CH2:25][CH:24]([C:27]3[CH:32]=[CH:31][CH:30]=[C:29]([NH:33][C:34](=[O:38])[CH:35]([CH3:36])[CH3:37])[CH:28]=3)[CH2:23][CH2:22]2)=[O:16])[CH2:10][CH2:11][CH2:12][CH2:13]1, predict the reactants needed to synthesize it. The reactants are: [Cl:1][C:2]1[CH:7]=[C:6]([F:8])[CH:5]=[CH:4][C:3]=1[C:9]1([C:14]([OH:16])=O)[CH2:13][CH2:12][CH2:11][CH2:10]1.[NH2:17][CH2:18][CH2:19][CH2:20][N:21]1[CH2:26][CH2:25][CH:24]([C:27]2[CH:28]=[C:29]([NH:33][C:34](=[O:38])[CH:35]([CH3:37])[CH3:36])[CH:30]=[CH:31][CH:32]=2)[CH2:23][CH2:22]1. (2) Given the product [NH2:1][C:2]1[C:11]([Cl:12])=[N:10][CH:9]=[CH:8][C:3]=1[CH2:4][OH:5], predict the reactants needed to synthesize it. The reactants are: [NH2:1][C:2]1[C:11]([Cl:12])=[N:10][CH:9]=[CH:8][C:3]=1[C:4](OC)=[O:5].[BH4-].[Li+]. (3) Given the product [NH2:15][C:12]1[CH:11]=[CH:10][C:9]([NH:8][C:1](=[O:3])[C:30]2[CH:29]=[CH:25][C:24]([Cl:23])=[CH:32][C:31]=2[Cl:33])=[CH:14][CH:13]=1, predict the reactants needed to synthesize it. The reactants are: [C:1]([NH:8][C:9]1[CH:14]=[CH:13][C:12]([NH2:15])=[CH:11][CH:10]=1)([O:3]C(C)(C)C)=O.C(N(CC)CC)C.[Cl:23][C:24]1[CH:32]=[C:31]([Cl:33])[CH:30]=[CH:29][C:25]=1C(Cl)=O. (4) Given the product [Cl:69][C:70]1[CH:75]=[CH:74][CH:73]=[CH:72][C:71]=1[C:31]1[C:32]([C:33]([O:35][CH3:36])=[O:34])=[CH:37][C:38]([C:41]2[CH:42]=[CH:43][C:44]3[O:48][C:47]([C:49]4[CH:50]=[CH:51][C:52]([F:55])=[CH:53][CH:54]=4)=[C:46]([C:56](=[O:59])[NH:57][CH3:58])[C:45]=3[CH:60]=2)=[CH:39][CH:40]=1, predict the reactants needed to synthesize it. The reactants are: C1(P(C2CCCCC2)C2C=CC=CC=2C2C(OC)=CC=CC=2OC)CCCCC1.Cl[C:31]1[CH:40]=[CH:39][C:38]([C:41]2[CH:42]=[CH:43][C:44]3[O:48][C:47]([C:49]4[CH:54]=[CH:53][C:52]([F:55])=[CH:51][CH:50]=4)=[C:46]([C:56](=[O:59])[NH:57][CH3:58])[C:45]=3[CH:60]=2)=[CH:37][C:32]=1[C:33]([O:35][CH3:36])=[O:34].P([O-])([O-])([O-])=O.[K+].[K+].[K+].[Cl:69][C:70]1[CH:75]=[CH:74][CH:73]=[CH:72][C:71]=1B(O)O. (5) Given the product [Cl:23][C:3]1[S:4][C:5]2=[N:10][C:9]([CH2:11][N:12]3[C:16]([Cl:17])=[CH:15][C:14]([C:18]([F:21])([F:20])[F:19])=[N:13]3)=[CH:8][C:7](=[O:22])[N:6]2[C:2]=1[CH:27]1[CH2:28][CH:26]1[C:24]#[N:25], predict the reactants needed to synthesize it. The reactants are: Br[C:2]1[N:6]2[C:7](=[O:22])[CH:8]=[C:9]([CH2:11][N:12]3[C:16]([Cl:17])=[CH:15][C:14]([C:18]([F:21])([F:20])[F:19])=[N:13]3)[N:10]=[C:5]2[S:4][C:3]=1[Cl:23].[C:24]([CH:26]1[CH2:28][CH:27]1[B-](F)(F)F)#[N:25].[K+].P([O-])([O-])([O-])=O.[K+].[K+].[K+]. (6) Given the product [Si:10]([O:17][C:18]1[CH:19]=[C:20]([CH:23]=[C:24]([O:26][Si:27]([C:30]([CH3:33])([CH3:32])[CH3:31])([CH3:28])[CH3:29])[CH:25]=1)[CH:21]([OH:22])[C:2]1[CH:7]=[CH:6][C:5]([O:8][CH3:9])=[CH:4][CH:3]=1)([C:13]([CH3:16])([CH3:15])[CH3:14])([CH3:12])[CH3:11], predict the reactants needed to synthesize it. The reactants are: Br[C:2]1[CH:7]=[CH:6][C:5]([O:8][CH3:9])=[CH:4][CH:3]=1.[Si:10]([O:17][C:18]1[CH:19]=[C:20]([CH:23]=[C:24]([O:26][Si:27]([C:30]([CH3:33])([CH3:32])[CH3:31])([CH3:29])[CH3:28])[CH:25]=1)[CH:21]=[O:22])([C:13]([CH3:16])([CH3:15])[CH3:14])([CH3:12])[CH3:11]. (7) Given the product [Cl:1][C:2]1[CH:3]=[C:4]([CH2:16][NH:17][C:18]([C:20]2[CH:25]=[CH:24][CH:23]=[C:22]([C:26]([NH:28][CH2:29][C:30]3[C:31]([NH:43][CH:44]4[CH2:45][CH2:46][O:47][CH2:48][CH2:49]4)=[C:32]4[CH:40]=[N:39][N:38]([CH2:41][CH3:42])[C:33]4=[N:34][C:35]=3[CH2:36][CH3:37])=[O:27])[CH:21]=2)=[O:19])[CH:5]=[C:6]([C:8]2[CH:13]=[CH:12][CH:11]=[C:10]([CH2:14][N:51]3[CH2:52][C@@H:53]4[CH2:56][C@H:50]3[CH2:55][NH:54]4)[CH:9]=2)[CH:7]=1.[C:83]([OH:85])([C:82]([F:87])([F:86])[F:81])=[O:84], predict the reactants needed to synthesize it. The reactants are: [Cl:1][C:2]1[CH:3]=[C:4]([CH2:16][NH:17][C:18]([C:20]2[CH:25]=[CH:24][CH:23]=[C:22]([C:26]([NH:28][CH2:29][C:30]3[C:31]([NH:43][CH:44]4[CH2:49][CH2:48][O:47][CH2:46][CH2:45]4)=[C:32]4[CH:40]=[N:39][N:38]([CH2:41][CH3:42])[C:33]4=[N:34][C:35]=3[CH2:36][CH3:37])=[O:27])[CH:21]=2)=[O:19])[CH:5]=[C:6]([C:8]2[CH:13]=[CH:12][CH:11]=[C:10]([CH:14]=O)[CH:9]=2)[CH:7]=1.[C@H:50]12[CH2:56][C@H:53]([NH:54][CH2:55]1)[CH2:52][N:51]2C(OC(C)(C)C)=O.C(O)(=O)C.C(O[BH-](OC(=O)C)OC(=O)C)(=O)C.[F:81][C:82]([F:87])([F:86])[C:83]([OH:85])=[O:84].